Dataset: Catalyst prediction with 721,799 reactions and 888 catalyst types from USPTO. Task: Predict which catalyst facilitates the given reaction. (1) Reactant: [C:1]([O:5][C:6]([N:8]1[CH2:13][CH2:12][CH:11]([CH:14]([C:16]2[N:20]3[N:21]=[CH:22][C:23](Cl)=[CH:24][C:19]3=[C:18]([C:26]([O:28][CH2:29][CH3:30])=[O:27])[C:17]=2[Cl:31])[CH3:15])[CH2:10][CH2:9]1)=[O:7])([CH3:4])([CH3:3])[CH3:2]. Product: [C:1]([O:5][C:6]([N:8]1[CH2:13][CH2:12][CH:11]([CH:14]([C:16]2[N:20]3[N:21]=[CH:22][CH:23]=[CH:24][C:19]3=[C:18]([C:26]([O:28][CH2:29][CH3:30])=[O:27])[C:17]=2[Cl:31])[CH3:15])[CH2:10][CH2:9]1)=[O:7])([CH3:4])([CH3:2])[CH3:3]. The catalyst class is: 19. (2) Reactant: [NH2:1][CH2:2][C:3]1[CH:8]=[CH:7][C:6]([CH:9]([CH3:31])[C:10]([NH:12][CH2:13][C:14]2[C:15]([C:24]3[CH:25]=[C:26]([CH3:30])[CH:27]=[CH:28][CH:29]=3)=[N:16][C:17]([C:20]([F:23])([F:22])[F:21])=[CH:18][CH:19]=2)=[O:11])=[CH:5][C:4]=1[Cl:32].[CH3:33][S:34](Cl)(=[O:36])=[O:35]. Product: [Cl:32][C:4]1[CH:5]=[C:6]([CH:9]([CH3:31])[C:10]([NH:12][CH2:13][C:14]2[C:15]([C:24]3[CH:25]=[C:26]([CH3:30])[CH:27]=[CH:28][CH:29]=3)=[N:16][C:17]([C:20]([F:23])([F:21])[F:22])=[CH:18][CH:19]=2)=[O:11])[CH:7]=[CH:8][C:3]=1[CH2:2][NH:1][S:34]([CH3:33])(=[O:36])=[O:35]. The catalyst class is: 529. (3) Reactant: C(O[BH-](OC(=O)C)OC(=O)C)(=O)C.[Na+].[CH:15](=O)[CH2:16][CH3:17].[CH3:19][O:20][CH2:21][CH2:22][C@@H:23]1[NH:28][CH2:27][CH2:26][N:25]([C:29]2[C:38]3[N:37]=[C:36]([C:39]([F:42])([F:41])[F:40])[S:35][C:34]=3[NH:33][C:32]3[CH:43]=[CH:44][CH:45]=[CH:46][C:31]=3[N:30]=2)[CH2:24]1. Product: [CH3:19][O:20][CH2:21][CH2:22][C@@H:23]1[N:28]([CH2:15][CH2:16][CH3:17])[CH2:27][CH2:26][N:25]([C:29]2[C:38]3[N:37]=[C:36]([C:39]([F:41])([F:42])[F:40])[S:35][C:34]=3[NH:33][C:32]3[CH:43]=[CH:44][CH:45]=[CH:46][C:31]=3[N:30]=2)[CH2:24]1. The catalyst class is: 68. (4) Reactant: [K].[C:2]([C:4](=[CH:9][CH:10]([CH3:12])[CH3:11])[CH2:5][C:6]([OH:8])=[O:7])#[N:3]. Product: [C:2]([C@@H:4]([CH2:9][CH:10]([CH3:12])[CH3:11])[CH2:5][C:6]([OH:8])=[O:7])#[N:3]. The catalyst class is: 5. (5) Reactant: [F:1][C:2]([F:32])([F:31])[C:3]1[CH:4]=[C:5]([C:13]2[N:17]=[CH:16][N:15](/[CH:18]=[CH:19]\[C:20]([N:22]3[CH2:25][C:24]([F:30])([C:26]([O:28]C)=[O:27])[CH2:23]3)=[O:21])[N:14]=2)[CH:6]=[C:7]([C:9]([F:12])([F:11])[F:10])[CH:8]=1.O.[Li+].[OH-]. Product: [F:12][C:9]([F:10])([F:11])[C:7]1[CH:6]=[C:5]([C:13]2[N:17]=[CH:16][N:15](/[CH:18]=[CH:19]\[C:20]([N:22]3[CH2:25][C:24]([F:30])([C:26]([OH:28])=[O:27])[CH2:23]3)=[O:21])[N:14]=2)[CH:4]=[C:3]([C:2]([F:1])([F:32])[F:31])[CH:8]=1. The catalyst class is: 5. (6) Reactant: [CH2:1]([C:5]1([CH2:21][CH2:22][CH2:23][CH3:24])[C:17]2[CH:16]=[C:15]([N+:18]([O-:20])=[O:19])[CH:14]=[CH:13][C:12]=2[C:11]2[C:6]1=[CH:7][CH:8]=[CH:9][CH:10]=2)[CH2:2][CH2:3][CH3:4].[Cl-].[Al+3].[Cl-].[Cl-].[C:29](Cl)(=[O:31])[CH3:30].O. Product: [CH2:1]([C:5]1([CH2:21][CH2:22][CH2:23][CH3:24])[C:6]2[CH:7]=[C:8]([C:29](=[O:31])[CH3:30])[CH:9]=[CH:10][C:11]=2[C:12]2[C:17]1=[CH:16][C:15]([N+:18]([O-:20])=[O:19])=[CH:14][CH:13]=2)[CH2:2][CH2:3][CH3:4]. The catalyst class is: 641. (7) Reactant: Br[C:2]1[CH:3]=[CH:4][C:5]2[N:6]([CH:8]=[C:9]([C:11]([NH:13][C:14]3[CH:19]=[CH:18][CH:17]=[CH:16][N:15]=3)=[O:12])[N:10]=2)[CH:7]=1.[OH:20][CH2:21][C:22]1[CH:23]=[C:24](B(O)O)[CH:25]=[CH:26][CH:27]=1.C(=O)([O-])[O-].[Na+].[Na+].C(#N)C. Product: [OH:20][CH2:21][C:22]1[CH:27]=[C:26]([C:2]2[CH:3]=[CH:4][C:5]3[N:6]([CH:8]=[C:9]([C:11]([NH:13][C:14]4[CH:19]=[CH:18][CH:17]=[CH:16][N:15]=4)=[O:12])[N:10]=3)[CH:7]=2)[CH:25]=[CH:24][CH:23]=1. The catalyst class is: 206. (8) Reactant: [Cl:1][C:2]1[CH:3]=[C:4]([CH:8]([C:10]2[CH:14]=[C:13]([CH:15]3[O:19][CH2:18][CH2:17][O:16]3)[S:12][C:11]=2[CH3:20])[OH:9])[CH:5]=[CH:6][CH:7]=1.[H-].[Na+].[CH3:23][CH:24]([Si:26](Cl)([CH:30]([CH3:32])[CH3:31])[CH:27]([CH3:29])[CH3:28])[CH3:25].[NH4+].[Cl-]. Product: [Cl:1][C:2]1[CH:3]=[C:4]([CH:8]([C:10]2[CH:14]=[C:13]([CH:15]3[O:19][CH2:18][CH2:17][O:16]3)[S:12][C:11]=2[CH3:20])[O:9][Si:26]([CH:30]([CH3:32])[CH3:31])([CH:27]([CH3:29])[CH3:28])[CH:24]([CH3:25])[CH3:23])[CH:5]=[CH:6][CH:7]=1. The catalyst class is: 1.